This data is from NCI-60 drug combinations with 297,098 pairs across 59 cell lines. The task is: Regression. Given two drug SMILES strings and cell line genomic features, predict the synergy score measuring deviation from expected non-interaction effect. Drug 1: C1=CC=C(C(=C1)C(C2=CC=C(C=C2)Cl)C(Cl)Cl)Cl. Drug 2: C1=NC2=C(N=C(N=C2N1C3C(C(C(O3)CO)O)F)Cl)N. Cell line: PC-3. Synergy scores: CSS=2.66, Synergy_ZIP=-2.11, Synergy_Bliss=-1.19, Synergy_Loewe=-9.40, Synergy_HSA=-1.40.